This data is from Catalyst prediction with 721,799 reactions and 888 catalyst types from USPTO. The task is: Predict which catalyst facilitates the given reaction. (1) Reactant: [O:1]1[C:5]2[CH:6]=[CH:7][C:8]([C:10]3[CH:15]=[CH:14][C:13]([C:16]4[N:20]([CH2:21][C@@H:22]5[CH2:26][CH2:25][NH:24][CH2:23]5)[C:19](=[O:27])[C:18]5([CH2:31][CH2:30][CH2:29][CH2:28]5)[N:17]=4)=[CH:12][CH:11]=3)=[CH:9][C:4]=2[CH:3]=[CH:2]1.[O:32]1[CH2:36][CH2:35][CH2:34][CH:33]1[C:37](O)=[O:38].CCN(CC)CC.CN(C(ON1N=NC2C=CC=NC1=2)=[N+](C)C)C.F[P-](F)(F)(F)(F)F. Product: [O:1]1[C:5]2[CH:6]=[CH:7][C:8]([C:10]3[CH:15]=[CH:14][C:13]([C:16]4[N:20]([CH2:21][C@@H:22]5[CH2:26][CH2:25][N:24]([C:37]([C@@H:33]6[CH2:34][CH2:35][CH2:36][O:32]6)=[O:38])[CH2:23]5)[C:19](=[O:27])[C:18]5([CH2:31][CH2:30][CH2:29][CH2:28]5)[N:17]=4)=[CH:12][CH:11]=3)=[CH:9][C:4]=2[CH:3]=[CH:2]1. The catalyst class is: 2. (2) Reactant: [NH2:1][C:2]1[CH:7]=[CH:6][N:5]([CH2:8][CH2:9][CH2:10][CH2:11][N:12]2[CH:16]=[C:15]([C:17]([NH:19][CH2:20][C:21]3[CH:26]=[CH:25][CH:24]=[C:23]([O:27][C:28]([F:31])([F:30])[F:29])[CH:22]=3)=[O:18])[N:14]=[N:13]2)[C:4](=[O:32])[CH:3]=1.Cl.[N:34]1[CH:39]=[CH:38][CH:37]=[CH:36][C:35]=1[CH2:40][C:41](O)=[O:42].CN(C(ON1N=NC2C=CC=NC1=2)=[N+](C)C)C.F[P-](F)(F)(F)(F)F.CCN(C(C)C)C(C)C.[OH-].[Na+]. Product: [O:32]=[C:4]1[CH:3]=[C:2]([NH:1][C:41](=[O:42])[CH2:40][C:35]2[CH:36]=[CH:37][CH:38]=[CH:39][N:34]=2)[CH:7]=[CH:6][N:5]1[CH2:8][CH2:9][CH2:10][CH2:11][N:12]1[CH:16]=[C:15]([C:17]([NH:19][CH2:20][C:21]2[CH:26]=[CH:25][CH:24]=[C:23]([O:27][C:28]([F:30])([F:31])[F:29])[CH:22]=2)=[O:18])[N:14]=[N:13]1. The catalyst class is: 85.